Dataset: NCI-60 drug combinations with 297,098 pairs across 59 cell lines. Task: Regression. Given two drug SMILES strings and cell line genomic features, predict the synergy score measuring deviation from expected non-interaction effect. (1) Drug 2: COCCOC1=C(C=C2C(=C1)C(=NC=N2)NC3=CC=CC(=C3)C#C)OCCOC. Drug 1: CN(C)C(=N)N=C(N)N. Synergy scores: CSS=35.4, Synergy_ZIP=-6.47, Synergy_Bliss=-8.17, Synergy_Loewe=-14.2, Synergy_HSA=-4.58. Cell line: NCIH23. (2) Drug 1: CNC(=O)C1=CC=CC=C1SC2=CC3=C(C=C2)C(=NN3)C=CC4=CC=CC=N4. Drug 2: C1=NC2=C(N=C(N=C2N1C3C(C(C(O3)CO)O)O)F)N. Cell line: OVCAR-5. Synergy scores: CSS=-3.37, Synergy_ZIP=0.129, Synergy_Bliss=-3.05, Synergy_Loewe=-4.72, Synergy_HSA=-4.74.